From a dataset of Full USPTO retrosynthesis dataset with 1.9M reactions from patents (1976-2016). Predict the reactants needed to synthesize the given product. (1) Given the product [CH3:16][N:17]([CH3:27])[C:18]1[CH:23]=[CH:22][C:21]([NH:1][C:2]2[CH:3]=[CH:4][C:5]3[N:10]([CH3:11])[C:9](=[O:12])[O:8][C:7]([CH3:13])([CH3:14])[C:6]=3[CH:15]=2)=[CH:20][CH:19]=1, predict the reactants needed to synthesize it. The reactants are: [NH2:1][C:2]1[CH:3]=[CH:4][C:5]2[N:10]([CH3:11])[C:9](=[O:12])[O:8][C:7]([CH3:14])([CH3:13])[C:6]=2[CH:15]=1.[CH3:16][N:17]([CH3:27])[C:18]1[CH:23]=[CH:22][C:21](B(O)O)=[CH:20][CH:19]=1. (2) Given the product [Cl:1][C:2]1[N:7]=[CH:6][C:5]([S:8]([N:11]2[C:15]([C:16]3[CH:21]=[CH:20][CH:19]=[CH:18][CH:17]=3)=[CH:14][C:13]([CH2:22][N:26]([CH3:25])[C:29](=[O:32])[O:30][C:3]([CH3:24])([CH3:4])[CH3:2])=[CH:12]2)(=[O:10])=[O:9])=[CH:4][C:3]=1[CH3:24], predict the reactants needed to synthesize it. The reactants are: [Cl:1][C:2]1[N:7]=[CH:6][C:5]([S:8]([N:11]2[C:15]([C:16]3[CH:21]=[CH:20][CH:19]=[CH:18][CH:17]=3)=[CH:14][C:13]([CH:22]=O)=[CH:12]2)(=[O:10])=[O:9])=[CH:4][C:3]=1[CH3:24].[CH3:25][NH2:26].[BH4-].[Na+].[C:29](=[O:32])([O-])[OH:30].[Na+].